Predict the reactants needed to synthesize the given product. From a dataset of Full USPTO retrosynthesis dataset with 1.9M reactions from patents (1976-2016). (1) The reactants are: Br[C:2]1[N:6]2[C:7](=[O:20])[CH:8]=[C:9]([CH2:11][O:12][C:13]3[CH:18]=[CH:17][C:16]([F:19])=[CH:15][CH:14]=3)[N:10]=[C:5]2[S:4][C:3]=1[CH3:21].[CH3:22][C:23]1(C)C(C)(C)[O:26][CH:25]([CH:30]2[CH2:32][CH:31]2C(OCC)=O)[O:24]1.C(=O)([O-])[O-].[K+].[K+]. Given the product [F:19][C:16]1[CH:17]=[CH:18][C:13]([O:12][CH2:11][C:9]2[N:10]=[C:5]3[S:4][C:3]([CH3:21])=[C:2]([CH:31]4[CH2:32][CH:30]4[C:25]([O:24][CH2:23][CH3:22])=[O:26])[N:6]3[C:7](=[O:20])[CH:8]=2)=[CH:14][CH:15]=1, predict the reactants needed to synthesize it. (2) Given the product [C:1]1([CH2:7][CH2:8][S:9]([N:12]2[CH2:13][CH2:14][CH:15]([CH2:18][NH:19][C:21]3[N:26]=[C:25]([C:27]([NH2:29])=[O:28])[CH:24]=[CH:23][N:22]=3)[CH2:16][CH2:17]2)(=[O:10])=[O:11])[CH:6]=[CH:5][CH:4]=[CH:3][CH:2]=1, predict the reactants needed to synthesize it. The reactants are: [C:1]1([CH2:7][CH2:8][S:9]([N:12]2[CH2:17][CH2:16][CH:15]([CH2:18][NH2:19])[CH2:14][CH2:13]2)(=[O:11])=[O:10])[CH:6]=[CH:5][CH:4]=[CH:3][CH:2]=1.Cl[C:21]1[N:26]=[C:25]([C:27]([NH2:29])=[O:28])[CH:24]=[CH:23][N:22]=1. (3) Given the product [Br:58][C:55]1[CH:56]=[CH:57][C:52]2[O:51][C:50]3[CH:59]=[CH:60][C:47]([C:9]4[CH:14]=[C:13]([C:15]5[N:19]([C:20]6[CH:25]=[CH:24][CH:23]=[CH:22][CH:21]=6)[C:18]6[CH:26]=[CH:27][CH:28]=[CH:29][C:17]=6[N:16]=5)[CH:12]=[C:11]([C:30]5[N:34]([C:35]6[CH:40]=[CH:39][CH:38]=[CH:37][CH:36]=6)[C:33]6[CH:41]=[CH:42][CH:43]=[CH:44][C:32]=6[N:31]=5)[CH:10]=4)=[CH:48][C:49]=3[C:53]=2[CH:54]=1, predict the reactants needed to synthesize it. The reactants are: CC1(C)C(C)(C)OB([C:9]2[CH:10]=[C:11]([C:30]3[N:34]([C:35]4[CH:40]=[CH:39][CH:38]=[CH:37][CH:36]=4)[C:33]4[CH:41]=[CH:42][CH:43]=[CH:44][C:32]=4[N:31]=3)[CH:12]=[C:13]([C:15]3[N:19]([C:20]4[CH:25]=[CH:24][CH:23]=[CH:22][CH:21]=4)[C:18]4[CH:26]=[CH:27][CH:28]=[CH:29][C:17]=4[N:16]=3)[CH:14]=2)O1.Br[C:47]1[CH:60]=[CH:59][C:50]2[O:51][C:52]3[CH:57]=[CH:56][C:55]([Br:58])=[CH:54][C:53]=3[C:49]=2[CH:48]=1.C(=O)([O-])[O-].[K+].[K+].O1CCOCC1. (4) Given the product [Cl:31][C:25]1[CH:24]=[C:23]([C:20]2[CH:21]=[CH:22][N:18]([CH2:17][C@H:16]([NH:15][C:12]([C:10]3[N:11]=[C:7]([CH2:6][N:1]4[CH2:2][CH2:3][CH2:4][CH2:5]4)[S:8][CH:9]=3)=[O:14])[CH3:32])[N:19]=2)[CH:30]=[CH:29][C:26]=1[C:27]#[N:28], predict the reactants needed to synthesize it. The reactants are: [N:1]1([CH2:6][C:7]2[S:8][CH:9]=[C:10]([C:12]([OH:14])=O)[N:11]=2)[CH2:5][CH2:4][CH2:3][CH2:2]1.[NH2:15][C@H:16]([CH3:32])[CH2:17][N:18]1[CH:22]=[CH:21][C:20]([C:23]2[CH:30]=[CH:29][C:26]([C:27]#[N:28])=[C:25]([Cl:31])[CH:24]=2)=[N:19]1.